From a dataset of Forward reaction prediction with 1.9M reactions from USPTO patents (1976-2016). Predict the product of the given reaction. (1) Given the reactants [H-].[Al+3].[Li+].[H-].[H-].[H-].O1CCCC1.[Cl:12][C:13]1[CH:18]=[CH:17][C:16]([S:19]([CH:22]([C:29]2[CH:34]=[C:33]([F:35])[CH:32]=[CH:31][C:30]=2[F:36])[CH2:23][C:24](OCC)=[O:25])(=[O:21])=[O:20])=[CH:15][CH:14]=1.[Cl-].[NH4+], predict the reaction product. The product is: [Cl:12][C:13]1[CH:14]=[CH:15][C:16]([S:19]([CH:22]([C:29]2[CH:34]=[C:33]([F:35])[CH:32]=[CH:31][C:30]=2[F:36])[CH2:23][CH2:24][OH:25])(=[O:21])=[O:20])=[CH:17][CH:18]=1. (2) Given the reactants [F:1][C:2]([F:16])([F:15])[C@H:3]([CH3:14])[O:4][C:5]1[CH:13]=[CH:12][CH:11]=[CH:10][C:6]=1[C:7]([OH:9])=O.CN(C(ON1N=NC2C=CC=CC1=2)=[N+](C)C)C.[B-](F)(F)(F)F.C(N(C(C)C)C(C)C)C.[O:48]1[CH2:53][CH2:52][CH:51]([C:54]2[CH:55]=[C:56]3[C:60](=[CH:61][CH:62]=2)[CH2:59][NH:58][CH2:57]3)[CH2:50][CH2:49]1, predict the reaction product. The product is: [O:48]1[CH2:53][CH2:52][CH:51]([C:54]2[CH:55]=[C:56]3[C:60](=[CH:61][CH:62]=2)[CH2:59][N:58]([C:7]([C:6]2[CH:10]=[CH:11][CH:12]=[CH:13][C:5]=2[O:4][C@@H:3]([CH3:14])[C:2]([F:1])([F:16])[F:15])=[O:9])[CH2:57]3)[CH2:50][CH2:49]1. (3) Given the reactants C(NC(=NC(C)C)O[C:7]([CH3:10])([CH3:9])[CH3:8])(C)C.[CH:15]1([C:21]2[C:29]3[C:24](=[CH:25][C:26]([C:30]([OH:32])=[O:31])=[CH:27][CH:28]=3)[NH:23][CH:22]=2)[CH2:20][CH2:19][CH2:18][CH2:17][CH2:16]1, predict the reaction product. The product is: [CH:15]1([C:21]2[C:29]3[C:24](=[CH:25][C:26]([C:30]([O:32][C:7]([CH3:10])([CH3:9])[CH3:8])=[O:31])=[CH:27][CH:28]=3)[NH:23][CH:22]=2)[CH2:16][CH2:17][CH2:18][CH2:19][CH2:20]1. (4) Given the reactants O1C=C(CN)N=C1.[NH:8]1[CH:12]=[CH:11][C:10]([CH2:13][NH2:14])=[N:9]1.[F:15][C:16]1[CH:37]=[CH:36][C:19]([CH2:20][N:21]2[CH2:25][CH2:24][N:23]([C:26]3[CH:27]=[C:28]([CH:32]=[CH:33][N:34]=3)[C:29](O)=[O:30])[C:22]2=[O:35])=[CH:18][CH:17]=1, predict the reaction product. The product is: [NH:8]1[CH:12]=[CH:11][C:10]([CH2:13][NH:14][C:29](=[O:30])[C:28]2[CH:32]=[CH:33][N:34]=[C:26]([N:23]3[CH2:24][CH2:25][N:21]([CH2:20][C:19]4[CH:18]=[CH:17][C:16]([F:15])=[CH:37][CH:36]=4)[C:22]3=[O:35])[CH:27]=2)=[N:9]1. (5) Given the reactants C(=O)(O)[O-].[Na+].Cl.[NH2:7][OH:8].[C:9]([O:13][C:14](=[O:24])[NH:15][C:16]([C:22]#[N:23])([CH2:18][CH:19]1[CH2:21][CH2:20]1)[CH3:17])([CH3:12])([CH3:11])[CH3:10], predict the reaction product. The product is: [C:9]([O:13][C:14](=[O:24])[NH:15][C:16]([C:22](=[NH:23])[NH:7][OH:8])([CH3:17])[CH2:18][CH:19]1[CH2:20][CH2:21]1)([CH3:10])([CH3:12])[CH3:11]. (6) Given the reactants [NH2:1][CH:2]([C:23]1[CH:28]=[CH:27][CH:26]=[CH:25][CH:24]=1)[C:3]([N:5]([C:15]1[CH:20]=[CH:19][C:18]([CH3:21])=[C:17]([CH3:22])[CH:16]=1)[CH2:6][CH2:7][C:8]1[CH:13]=[CH:12][C:11]([CH3:14])=[CH:10][CH:9]=1)=[O:4].[C:29](O)(=[O:32])[CH2:30][CH3:31], predict the reaction product. The product is: [CH3:22][C:17]1[CH:16]=[C:15]([N:5]([CH2:6][CH2:7][C:8]2[CH:9]=[CH:10][C:11]([CH3:14])=[CH:12][CH:13]=2)[C:3]([CH:2]([C:23]2[CH:28]=[CH:27][CH:26]=[CH:25][CH:24]=2)[NH:1][C:29](=[O:32])[CH2:30][CH3:31])=[O:4])[CH:20]=[CH:19][C:18]=1[CH3:21]. (7) Given the reactants [NH:1]([C:10]([O:12][C:13]([CH3:16])([CH3:15])[CH3:14])=[O:11])[C@H:2]([C:7]([OH:9])=O)[CH2:3][CH:4]([CH3:6])[CH3:5].[CH:17]1[C:22]([C:23](O)=[O:24])=[CH:21][CH:20]=[C:19]([NH2:26])[CH:18]=1.CCOC1N(C(OCC)=O)C2C(=CC=CC=2)C=C1.C1(C)C=CC=CC=1, predict the reaction product. The product is: [C:13]([O:12][C:10]([NH:1][C@@H:2]([CH2:3][CH:4]([CH3:5])[CH3:6])[C:7]([NH:26][C:19]1[CH:20]=[CH:21][C:22]([CH2:23][OH:24])=[CH:17][CH:18]=1)=[O:9])=[O:11])([CH3:16])([CH3:15])[CH3:14].